Dataset: Reaction yield outcomes from USPTO patents with 853,638 reactions. Task: Predict the reaction yield, written as a fraction of the theoretical maximum amount of product (1.0 means a 100% yield; for example, 0.34 means a 34% yield). (1) The reactants are [CH2:1]([C:3]1[CH:4]=[C:5]([CH:7]=[CH:8][CH:9]=1)[NH2:6])[CH3:2].[CH2:10](O)[CH3:11].C(=O)([O-])[O-].[Na+].[Na+].[CH2:19](I)[CH3:20]. The catalyst is O. The product is [CH2:19]([N:6]([CH2:10][CH3:11])[C:5]1[CH:7]=[CH:8][CH:9]=[C:3]([CH2:1][CH3:2])[CH:4]=1)[CH3:20]. The yield is 0.960. (2) The reactants are [Br:1][C:2]1[CH:3]=[CH:4][C:5]2=[C:6]([CH:15]=1)[O:7][CH2:8][CH2:9][C:10]([CH:13]=O)=[C:11]2Cl.C(=O)([O-])[O-].[K+].[K+].[C:22]([O:26][CH3:27])(=[O:25])[CH2:23][SH:24]. The catalyst is CN(C=O)C.O. The product is [Br:1][C:2]1[CH:3]=[CH:4][C:5]2[C:11]3[S:24][C:23]([C:22]([O:26][CH3:27])=[O:25])=[CH:13][C:10]=3[CH2:9][CH2:8][O:7][C:6]=2[CH:15]=1. The yield is 0.780. (3) The reactants are [CH2:1]([N:3]([CH:11]1[CH2:16][CH2:15][C:14]([C:17]2[C:25]3[C:20](=[CH:21][CH:22]=[C:23]([NH:26][C:27]([C:29]4[S:30][CH:31]=[CH:32][CH:33]=4)=[NH:28])[CH:24]=3)[NH:19][CH:18]=2)=[CH:13][CH2:12]1)C(=O)OC(C)(C)C)[CH3:2].C(O)(C(F)(F)F)=O. The catalyst is C(Cl)Cl. The product is [CH2:1]([NH:3][CH:11]1[CH2:16][CH2:15][C:14]([C:17]2[C:25]3[C:20](=[CH:21][CH:22]=[C:23]([NH:26][C:27]([C:29]4[S:30][CH:31]=[CH:32][CH:33]=4)=[NH:28])[CH:24]=3)[NH:19][CH:18]=2)=[CH:13][CH2:12]1)[CH3:2]. The yield is 0.530.